Dataset: Reaction yield outcomes from USPTO patents with 853,638 reactions. Task: Predict the reaction yield, written as a fraction of the theoretical maximum amount of product (1.0 means a 100% yield; for example, 0.34 means a 34% yield). (1) The reactants are Cl[C:2]1[N:7]=[N:6][C:5]([C:8]([NH2:10])=[O:9])=[C:4]([NH:11][C:12]2[CH:17]=[CH:16][C:15]([CH:18]([CH3:20])[CH3:19])=[C:14]([O:21][CH3:22])[N:13]=2)[CH:3]=1.[NH2:23][C@@H:24]1[CH2:29][CH2:28][O:27][CH2:26][C@@H:25]1[NH:30][C:31](=[O:37])[O:32][C:33]([CH3:36])([CH3:35])[CH3:34]. The catalyst is CN1C(=O)CCC1.C(OCC)(=O)C.[Cl-].[Na+].O. The product is [C:8]([C:5]1[N:6]=[N:7][C:2]([NH:23][C@@H:24]2[CH2:29][CH2:28][O:27][CH2:26][C@@H:25]2[NH:30][C:31](=[O:37])[O:32][C:33]([CH3:35])([CH3:34])[CH3:36])=[CH:3][C:4]=1[NH:11][C:12]1[CH:17]=[CH:16][C:15]([CH:18]([CH3:20])[CH3:19])=[C:14]([O:21][CH3:22])[N:13]=1)(=[O:9])[NH2:10]. The yield is 0.360. (2) The reactants are Cl[CH2:2][CH2:3][CH2:4]/[C:5](=[N:11]\[S@:12]([C:14]([CH3:17])([CH3:16])[CH3:15])=[O:13])/[C:6]1[S:7][CH:8]=[CH:9][CH:10]=1.CC(C[AlH]CC(C)C)C.[Li+].C[Si]([N-][Si](C)(C)C)(C)C. The catalyst is CO. The product is [CH3:15][C:14]([S@@:12]([N:11]1[CH2:2][CH2:3][CH2:4][C@H:5]1[C:6]1[S:7][CH:8]=[CH:9][CH:10]=1)=[O:13])([CH3:17])[CH3:16]. The yield is 0.950. (3) The product is [CH2:18]([O:17][C:15]([C:4]1[N:3]([CH3:6])[CH:1]=[CH:2][N:10]=1)=[O:16])[CH3:19]. The catalyst is C(#N)C. The reactants are [CH2:1]([N:3]([CH2:6]C)[CH2:4]C)[CH3:2].CC1[NH:10]C=CN=1.Cl[C:15]([O:17][CH2:18][CH3:19])=[O:16]. The yield is 0.510.